This data is from Full USPTO retrosynthesis dataset with 1.9M reactions from patents (1976-2016). The task is: Predict the reactants needed to synthesize the given product. (1) Given the product [NH:6]1[CH:5]=[CH:4][N:3]=[C:2]1[C:23]1[CH:24]=[CH:25][C:26]([CH3:27])=[C:21]([NH:20][C:18](=[O:19])[C:17]2[CH:16]=[CH:15][C:14]([O:13][CH2:12][C:11]3[CH:33]=[CH:34][CH:35]=[C:9]([O:8][CH3:7])[CH:10]=3)=[CH:32][CH:31]=2)[CH:22]=1, predict the reactants needed to synthesize it. The reactants are: Br[C:2]1[NH:3][CH:4]=[CH:5][N:6]=1.[CH3:7][O:8][C:9]1[CH:10]=[C:11]([CH:33]=[CH:34][CH:35]=1)[CH2:12][O:13][C:14]1[CH:32]=[CH:31][C:17]([C:18]([NH:20][C:21]2[CH:22]=[C:23](B(O)O)[CH:24]=[CH:25][C:26]=2[CH3:27])=[O:19])=[CH:16][CH:15]=1.C([O-])([O-])=O.[K+].[K+]. (2) Given the product [C:1]([OH:8])(=[O:7])[CH2:2][CH2:3][C:4]([OH:6])=[O:5].[N:9]1([CH2:14][CH2:15][CH2:16][N:17]2[CH2:18][CH2:19][CH:20]([CH2:23][NH2:24])[CH2:21][CH2:22]2)[CH:13]=[CH:12][N:11]=[N:10]1, predict the reactants needed to synthesize it. The reactants are: [C:1]([OH:8])(=[O:7])[CH2:2][CH2:3][C:4]([OH:6])=[O:5].[N:9]1([CH2:14][CH2:15][CH2:16][N:17]2[CH2:22][CH2:21][CH:20]([CH2:23][NH2:24])[CH2:19][CH2:18]2)[CH:13]=[CH:12][N:11]=[N:10]1.C(OCC)C. (3) Given the product [CH2:54]([O:53][C:37]1[CH:38]=[C:39]([Cl:52])[C:40]([CH2:42][C:43]2[CH:44]=[CH:45][C:46]([O:49][CH2:50][CH3:51])=[CH:47][CH:48]=2)=[CH:41][C:36]=1[C@@H:8]1[O:7][C@H:6]([CH2:5][OH:4])[C@@H:11]([O:12][CH2:13][C:14]2[CH:19]=[CH:18][CH:17]=[CH:16][CH:15]=2)[C@H:10]([O:20][CH2:21][C:22]2[CH:23]=[CH:24][CH:25]=[CH:26][CH:27]=2)[C@H:9]1[O:28][CH2:29][C:30]1[CH:35]=[CH:34][CH:33]=[CH:32][CH:31]=1)[CH:55]=[CH2:56], predict the reactants needed to synthesize it. The reactants are: C([O:4][CH2:5][C@@H:6]1[C@@H:11]([O:12][CH2:13][C:14]2[CH:19]=[CH:18][CH:17]=[CH:16][CH:15]=2)[C@H:10]([O:20][CH2:21][C:22]2[CH:27]=[CH:26][CH:25]=[CH:24][CH:23]=2)[C@@H:9]([O:28][CH2:29][C:30]2[CH:35]=[CH:34][CH:33]=[CH:32][CH:31]=2)[C@H:8]([C:36]2[CH:41]=[C:40]([CH2:42][C:43]3[CH:48]=[CH:47][C:46]([O:49][CH2:50][CH3:51])=[CH:45][CH:44]=3)[C:39]([Cl:52])=[CH:38][C:37]=2[O:53][CH2:54][CH:55]=[CH2:56])[O:7]1)(=O)C.C[O-].[Na+].C(O)(=O)C. (4) Given the product [CH:1]1([C:7]2[N:8]([CH2:23][CH3:24])[C:9]3[C:14]([C:15]=2[CH:16]=[O:17])=[CH:13][C:12]([O:18][CH3:19])=[CH:11][CH:10]=3)[CH2:2][CH2:3][CH2:4][CH2:5][CH2:6]1, predict the reactants needed to synthesize it. The reactants are: [CH:1]1([C:7]2[NH:8][C:9]3[C:14]([C:15]=2[CH:16]=[O:17])=[CH:13][C:12]([O:18][CH3:19])=[CH:11][CH:10]=3)[CH2:6][CH2:5][CH2:4][CH2:3][CH2:2]1.[H-].[Na+].I[CH2:23][CH3:24]. (5) Given the product [CH3:19][C:16]1[S:17][CH:18]=[C:14]([C:12]([NH:11][C:4]2[CH:3]=[C:2]([C:38]3[CH:37]=[N:36][CH:35]=[C:34]([O:33][CH3:32])[CH:39]=3)[CH:10]=[C:9]3[C:5]=2[CH:6]=[N:7][NH:8]3)=[O:13])[N:15]=1, predict the reactants needed to synthesize it. The reactants are: Br[C:2]1[CH:10]=[C:9]2[C:5]([CH:6]=[N:7][NH:8]2)=[C:4]([NH:11][C:12]([C:14]2[N:15]=[C:16]([CH3:19])[S:17][CH:18]=2)=[O:13])[CH:3]=1.C(=O)([O-])[O-].[Na+].[Na+].O1CCOCC1.[CH3:32][O:33][C:34]1[CH:35]=[N:36][CH:37]=[C:38](B2OC(C)(C)C(C)(C)O2)[CH:39]=1. (6) Given the product [C:12]1([C:22]([C:24]2[CH:29]=[CH:28][CH:27]=[CH:26][CH:25]=2)([OH:23])[C:11]#[C:10][Si:7]([CH3:9])([CH3:8])[CH3:6])[C:21]2[C:16](=[CH:17][CH:18]=[CH:19][CH:20]=2)[CH:15]=[CH:14][CH:13]=1, predict the reactants needed to synthesize it. The reactants are: [Li]CCCC.[CH3:6][Si:7]([C:10]#[CH:11])([CH3:9])[CH3:8].[C:12]1([C:22]([C:24]2[CH:29]=[CH:28][CH:27]=[CH:26][CH:25]=2)=[O:23])[C:21]2[C:16](=[CH:17][CH:18]=[CH:19][CH:20]=2)[CH:15]=[CH:14][CH:13]=1. (7) Given the product [Cl:1][C:2]1[CH:3]=[C:4]([CH:11]([F:12])[F:13])[C:5]2[C:6](=[N:8][N:9]([CH3:16])[CH:10]=2)[N:7]=1, predict the reactants needed to synthesize it. The reactants are: [Cl:1][C:2]1[N:7]=[C:6]2[NH:8][N:9]=[CH:10][C:5]2=[C:4]([CH:11]([F:13])[F:12])[CH:3]=1.CI.[C:16](=O)([O-])[O-].[K+].[K+].O.